This data is from Aqueous solubility values for 9,982 compounds from the AqSolDB database. The task is: Regression/Classification. Given a drug SMILES string, predict its absorption, distribution, metabolism, or excretion properties. Task type varies by dataset: regression for continuous measurements (e.g., permeability, clearance, half-life) or binary classification for categorical outcomes (e.g., BBB penetration, CYP inhibition). For this dataset (solubility_aqsoldb), we predict Y. (1) The drug is CCOP(=O)(NC(C)C)Oc1ccc(SC)c(C)c1. The Y is -2.96 log mol/L. (2) The drug is C=CCOCC(CC)(CO)CO. The Y is -0.200 log mol/L. (3) The compound is C[NH+](C)C(CSC(N)=O)CSC(N)=O.[Cl-]. The Y is -0.136 log mol/L. (4) The drug is O=C(OCCCc1ccccc1)c1ccccc1. The Y is -4.80 log mol/L. (5) The molecule is NC1=CC(=O)C(=O)c2ccccc21. The Y is -3.84 log mol/L.